Task: Predict which catalyst facilitates the given reaction.. Dataset: Catalyst prediction with 721,799 reactions and 888 catalyst types from USPTO Reactant: [Cl:1][C:2]1[CH:3]=[C:4]([CH:22]=[CH:23][C:24]=1[Cl:25])[C:5]([N:7]1[CH2:11][CH:10]2[CH2:12][N:13](C(OC(C)(C)C)=O)[CH2:14][CH:9]2[CH2:8]1)=[O:6]. Product: [Cl:1][C:2]1[CH:3]=[C:4]([C:5]([N:7]2[CH2:8][CH:9]3[CH:10]([CH2:12][NH:13][CH2:14]3)[CH2:11]2)=[O:6])[CH:22]=[CH:23][C:24]=1[Cl:25]. The catalyst class is: 137.